From a dataset of Reaction yield outcomes from USPTO patents with 853,638 reactions. Predict the reaction yield, written as a fraction of the theoretical maximum amount of product (1.0 means a 100% yield; for example, 0.34 means a 34% yield). (1) The catalyst is CO. The product is [CH3:3][O:4][C:5]1[CH:6]=[C:7]([CH2:22][OH:23])[C:8]2[O:12][C:11]([C:13]3[CH:14]=[CH:15][C:16]([O:19][CH3:20])=[CH:17][CH:18]=3)=[N:10][C:9]=2[CH:21]=1. The reactants are [BH4-].[Na+].[CH3:3][O:4][C:5]1[CH:6]=[C:7]([CH:22]=[O:23])[C:8]2[O:12][C:11]([C:13]3[CH:18]=[CH:17][C:16]([O:19][CH3:20])=[CH:15][CH:14]=3)=[N:10][C:9]=2[CH:21]=1. The yield is 0.830. (2) The reactants are [CH2:1]([O:8][C:9](=[O:24])[NH:10][CH2:11][C@H:12]1[CH2:16][CH2:15][N:14]([C:17](OC(C)(C)C)=O)[CH2:13]1)[C:2]1[CH:7]=[CH:6][CH:5]=[CH:4][CH:3]=1.Cl.ClC1[C:36]2[C:31](=[CH:32][C:33]([CH3:37])=[CH:34][CH:35]=2)[N:30]=[C:29]([C:38]2[CH:43]=[CH:42][CH:41]=[CH:40][C:39]=2[OH:44])[N:28]=1.C(N(CC)CC)C. The catalyst is O1CCOCC1.C(Cl)Cl. The product is [CH2:1]([O:8][C:9](=[O:24])[NH:10][CH2:11][C@H:12]1[CH2:16][CH2:15][N:14]([C:17]2[C:36]3[C:31](=[CH:32][C:33]([CH3:37])=[CH:34][CH:35]=3)[N:30]=[C:29]([C:38]3[CH:43]=[CH:42][CH:41]=[CH:40][C:39]=3[OH:44])[N:28]=2)[CH2:13]1)[C:2]1[CH:3]=[CH:4][CH:5]=[CH:6][CH:7]=1. The yield is 0.680. (3) The reactants are Br[C:2]1[CH:3]=[CH:4][C:5]2[C:6]3[CH2:15][N:14]([C:16]([O:18][C:19]([CH3:22])([CH3:21])[CH3:20])=[O:17])[CH2:13][CH2:12][C:7]=3[N:8]([CH3:11])[C:9]=2[CH:10]=1.[CH2:23]([C:31]1[CH:36]=[CH:35][NH:34][C:33](=[O:37])[CH:32]=1)[CH2:24][C:25]1[CH:30]=[CH:29][CH:28]=[CH:27][CH:26]=1. No catalyst specified. The product is [CH3:11][N:8]1[C:9]2[CH:10]=[C:2]([N:34]3[CH:35]=[CH:36][C:31]([CH2:23][CH2:24][C:25]4[CH:26]=[CH:27][CH:28]=[CH:29][CH:30]=4)=[CH:32][C:33]3=[O:37])[CH:3]=[CH:4][C:5]=2[C:6]2[CH2:15][N:14]([C:16]([O:18][C:19]([CH3:22])([CH3:21])[CH3:20])=[O:17])[CH2:13][CH2:12][C:7]1=2. The yield is 0.480. (4) The yield is 0.880. No catalyst specified. The reactants are C1C2C(COC([NH:18][CH2:19][CH2:20][CH2:21][CH2:22][CH2:23][C:24]([NH:26][C@H:27]([C:31]([NH:33][C@H:34]([C:42]([NH:44][C:45]3[CH:50]=[CH:49][C:48]([CH2:51][O:52][C:53](=[O:94])[NH:54][CH2:55][NH:56][C:57](=[O:93])[CH2:58][C@H:59]4[O:66][C@H:65](/[CH:67]=[CH:68]/[C:69](/[CH3:91])=[CH:70]/[CH2:71][C@H:72]5[C@@H:77]([CH3:78])[CH2:76][C@@H:75]([NH:79][C:80](=[O:89])/[CH:81]=[CH:82]\[C@@H:83]([O:85][C:86](=[O:88])[CH3:87])[CH3:84])[C@@H:74]([CH3:90])[O:73]5)[C@@H:64]([OH:92])[C@@:61]5([O:63][CH2:62]5)[CH2:60]4)=[CH:47][CH:46]=3)=[O:43])[CH2:35][CH2:36][CH2:37][NH:38][C:39](=[O:41])[NH2:40])=[O:32])[CH:28]([CH3:30])[CH3:29])=[O:25])=O)C3C(=CC=CC=3)C=2C=CC=1.N1CCCCC1.NCCCCCC(N[C@H](C(N[C@H](C(NC1C=CC(COC(NNC(=O)C[C@H]2O[C@H](/C=C/C(/C)=C/C[C@H]3[C@@H](C)C[C@@H](NC(=O)/C=C\[C@@H](OC(=O)C)C)[C@@H](C)O3)[C@@H](O)[C@@]3(OC3)C2)=O)=CC=1)=O)CCCNC(=O)N)=O)C(C)C)=O. The product is [NH2:18][CH2:19][CH2:20][CH2:21][CH2:22][CH2:23][C:24]([NH:26][C@H:27]([C:31]([NH:33][C@H:34]([C:42]([NH:44][C:45]1[CH:46]=[CH:47][C:48]([CH2:51][O:52][C:53](=[O:94])[NH:54][CH2:55][NH:56][C:57](=[O:93])[CH2:58][C@H:59]2[O:66][C@H:65](/[CH:67]=[CH:68]/[C:69](/[CH3:91])=[CH:70]/[CH2:71][C@H:72]3[C@@H:77]([CH3:78])[CH2:76][C@@H:75]([NH:79][C:80](=[O:89])/[CH:81]=[CH:82]\[C@@H:83]([O:85][C:86](=[O:88])[CH3:87])[CH3:84])[C@@H:74]([CH3:90])[O:73]3)[C@@H:64]([OH:92])[C@@:61]3([O:63][CH2:62]3)[CH2:60]2)=[CH:49][CH:50]=1)=[O:43])[CH2:35][CH2:36][CH2:37][NH:38][C:39](=[O:41])[NH2:40])=[O:32])[CH:28]([CH3:30])[CH3:29])=[O:25]. (5) The reactants are [NH:1]1[CH2:6][CH2:5][CH2:4][CH2:3][CH2:2]1.[CH:7]([C:9]1[CH:24]=[CH:23][C:12]([O:13][C:14]2[CH:22]=[CH:21][C:17]([C:18]([NH2:20])=[O:19])=[CH:16][N:15]=2)=[CH:11][CH:10]=1)=O.C(O[BH-](OC(=O)C)OC(=O)C)(=O)C.[Na+].C(O)(=O)C. The catalyst is ClCCCl.CO.C(Cl)Cl. The product is [N:1]1([CH2:7][C:9]2[CH:24]=[CH:23][C:12]([O:13][C:14]3[CH:22]=[CH:21][C:17]([C:18]([NH2:20])=[O:19])=[CH:16][N:15]=3)=[CH:11][CH:10]=2)[CH2:6][CH2:5][CH2:4][CH2:3][CH2:2]1. The yield is 0.880. (6) The reactants are [CH2:1]([O:8][C:9]1[CH:10]=[CH:11][C:12]([C:20](=[O:23])[CH2:21][Br:22])=[C:13]2[C:18]=1[NH:17][C:16](=[O:19])[CH:15]=[CH:14]2)[C:2]1[CH:7]=[CH:6][CH:5]=[CH:4][CH:3]=1.O1CCCC1.B.CO. The catalyst is C1(C)C=CC=CC=1. The product is [CH2:1]([O:8][C:9]1[CH:10]=[CH:11][C:12]([C@@H:20]([OH:23])[CH2:21][Br:22])=[C:13]2[C:18]=1[NH:17][C:16](=[O:19])[CH:15]=[CH:14]2)[C:2]1[CH:3]=[CH:4][CH:5]=[CH:6][CH:7]=1. The yield is 0.810. (7) The reactants are O.[OH-].[Li+].[F:4][C:5]([F:35])([F:34])[C:6]1[N:10]2[N:11]=[C:12]([N:15]3[CH2:20][CH2:19][CH:18]([C:21]4[CH:33]=[CH:32][C:24]([O:25][CH2:26][C:27]([O:29]CC)=[O:28])=[CH:23][CH:22]=4)[CH2:17][CH2:16]3)[CH2:13][CH2:14][C:9]2=[N:8][N:7]=1.O.CO. The catalyst is C1COCC1. The product is [F:35][C:5]([F:4])([F:34])[C:6]1[N:10]2[N:11]=[C:12]([N:15]3[CH2:20][CH2:19][CH:18]([C:21]4[CH:33]=[CH:32][C:24]([O:25][CH2:26][C:27]([OH:29])=[O:28])=[CH:23][CH:22]=4)[CH2:17][CH2:16]3)[CH2:13][CH2:14][C:9]2=[N:8][N:7]=1. The yield is 0.748. (8) The reactants are CS(O)(=O)=O.[NH2:6][C:7]1(N)[CH:11]=[C:10]([OH:12])[N:9]=[N:8]1.[CH3:14][CH:15](O)[CH3:16]. No catalyst specified. The product is [CH:15]([O:12][C:10]1[NH:9][N:8]=[C:7]([NH2:6])[CH:11]=1)([CH3:16])[CH3:14]. The yield is 0.150.